Dataset: Forward reaction prediction with 1.9M reactions from USPTO patents (1976-2016). Task: Predict the product of the given reaction. Given the reactants CCN(S(F)(F)[F:7])CC.[CH2:10]([N:17]([CH2:24][C:25]1[CH:30]=[CH:29][CH:28]=[CH:27][CH:26]=1)[C@@H:18]([C:20]1(O)[CH2:22][CH2:21]1)[CH3:19])[C:11]1[CH:16]=[CH:15][CH:14]=[CH:13][CH:12]=1, predict the reaction product. The product is: [CH2:10]([N:17]([CH2:24][C:25]1[CH:30]=[CH:29][CH:28]=[CH:27][CH:26]=1)[C@@H:18]([C:20]1([F:7])[CH2:22][CH2:21]1)[CH3:19])[C:11]1[CH:16]=[CH:15][CH:14]=[CH:13][CH:12]=1.